From a dataset of Forward reaction prediction with 1.9M reactions from USPTO patents (1976-2016). Predict the product of the given reaction. (1) Given the reactants [CH3:1][NH:2][C:3]1[C:11]([N+:12]([O-:14])=[O:13])=[CH:10][C:6]([C:7]([OH:9])=O)=[C:5]([N:15]2[CH2:20][CH2:19][CH:18]([C:21]([F:24])([F:23])[F:22])[CH2:17][CH2:16]2)[N:4]=1.CN(C(ON1N=NC2C=CC=CC1=2)=[N+](C)C)C.[B-](F)(F)(F)F.C1COCC1.[F:52][C:53]([F:62])([F:61])[C@H:54]1[CH2:59][CH2:58][C@H:57]([NH2:60])[CH2:56][CH2:55]1, predict the reaction product. The product is: [F:52][C:53]([F:61])([F:62])[C@H:54]1[CH2:55][CH2:56][C@H:57]([NH:60][C:7](=[O:9])[C:6]2[CH:10]=[C:11]([N+:12]([O-:14])=[O:13])[C:3]([NH:2][CH3:1])=[N:4][C:5]=2[N:15]2[CH2:20][CH2:19][CH:18]([C:21]([F:23])([F:24])[F:22])[CH2:17][CH2:16]2)[CH2:58][CH2:59]1. (2) The product is: [C:3]([N:9]1[CH2:10][CH:11]2[CH2:15][C:14](=[O:16])[CH2:13][CH:12]2[CH2:8]1)(=[O:4])[CH3:2]. Given the reactants F[C:2](F)(F)[C:3](O)=[O:4].[CH2:8]1[CH:12]2[CH2:13][C:14](=[O:16])[CH2:15][CH:11]2[CH2:10][NH:9]1.C(N(CC)CC)C, predict the reaction product.